Dataset: Forward reaction prediction with 1.9M reactions from USPTO patents (1976-2016). Task: Predict the product of the given reaction. Given the reactants [Cl:1][C:2]1[CH:7]=[CH:6][C:5]([OH:8])=[CH:4][C:3]=1[CH:9]([CH3:24])[C:10]([C:16]1[CH:17]=[CH:18][C:19](=[O:23])[N:20]([CH3:22])[CH:21]=1)([OH:15])[C:11]([F:14])([F:13])[F:12].[Cl:25][C:26]1[CH:31]=[CH:30][C:29](B(O)O)=[CH:28][C:27]=1[C:35]([O:37][CH2:38][CH3:39])=[O:36], predict the reaction product. The product is: [CH2:38]([O:37][C:35](=[O:36])[C:27]1[CH:28]=[C:29]([O:8][C:5]2[CH:6]=[CH:7][C:2]([Cl:1])=[C:3]([CH:9]([CH3:24])[C:10]([OH:15])([C:16]3[CH:17]=[CH:18][C:19](=[O:23])[N:20]([CH3:22])[CH:21]=3)[C:11]([F:13])([F:14])[F:12])[CH:4]=2)[CH:30]=[CH:31][C:26]=1[Cl:25])[CH3:39].